The task is: Predict the product of the given reaction.. This data is from Forward reaction prediction with 1.9M reactions from USPTO patents (1976-2016). (1) Given the reactants [Cl:1][C:2]1[C:10]2[NH:9][C:8]3[CH2:11][CH2:12][N:13]([CH3:15])[CH2:14][C:7]=3[C:6]=2[CH:5]=[CH:4][CH:3]=1.[H-].[Na+].[CH3:18][C:19]1([C:22]2[CH:23]=[N:24][CH:25]=[CH:26][CH:27]=2)[CH2:21][O:20]1, predict the reaction product. The product is: [Cl:1][C:2]1[C:10]2[N:9]([CH2:18][C:19]([C:22]3[CH:23]=[N:24][CH:25]=[CH:26][CH:27]=3)([OH:20])[CH3:21])[C:8]3[CH2:11][CH2:12][N:13]([CH3:15])[CH2:14][C:7]=3[C:6]=2[CH:5]=[CH:4][CH:3]=1. (2) Given the reactants C(OC(=O)[NH:7][CH2:8][C:9]1[CH:14]=[CH:13][C:12]([NH:15][C:16]([C:18]2[C:19](=[O:33])[O:20][C:21]3[C:26]([CH:27]=2)=[CH:25][CH:24]=[C:23]([O:28][CH3:29])[C:22]=3[CH2:30][CH2:31][CH3:32])=[O:17])=[CH:11][CH:10]=1)(C)(C)C.Cl.C(Cl)Cl.O, predict the reaction product. The product is: [NH2:7][CH2:8][C:9]1[CH:14]=[CH:13][C:12]([NH:15][C:16]([C:18]2[C:19](=[O:33])[O:20][C:21]3[C:26]([CH:27]=2)=[CH:25][CH:24]=[C:23]([O:28][CH3:29])[C:22]=3[CH2:30][CH2:31][CH3:32])=[O:17])=[CH:11][CH:10]=1.